Dataset: Forward reaction prediction with 1.9M reactions from USPTO patents (1976-2016). Task: Predict the product of the given reaction. (1) Given the reactants [C:1]1([C:7]2[NH:8][C:9]3[C:14]([CH:15]=2)=[CH:13][CH:12]=[CH:11][CH:10]=3)[CH:6]=[CH:5][CH:4]=[CH:3][CH:2]=1.[H-].[Na+].[I-].[Na+].[CH3:20][O:21][C:22](=[O:38])[CH2:23][CH:24]1[C:28]2[CH:29]=[CH:30][C:31]([O:33][CH2:34][CH2:35][CH2:36]Cl)=[CH:32][C:27]=2[O:26][CH2:25]1.[Cl-].[NH4+], predict the reaction product. The product is: [C:1]1([C:7]2[N:8]([CH2:36][CH2:35][CH2:34][O:33][C:31]3[CH:30]=[CH:29][C:28]4[CH:24]([CH2:23][C:22]([O:21][CH3:20])=[O:38])[CH2:25][O:26][C:27]=4[CH:32]=3)[C:9]3[C:14]([CH:15]=2)=[CH:13][CH:12]=[CH:11][CH:10]=3)[CH:6]=[CH:5][CH:4]=[CH:3][CH:2]=1. (2) Given the reactants [CH2:1]([O:3][C:4](=[O:21])[CH:5]([C:15]1[CH:16]=[N:17][CH:18]=[CH:19][CH:20]=1)[CH2:6][C:7]1[C:8](Cl)=[N:9][C:10](Cl)=[N:11][CH:12]=1)[CH3:2].[NH2:22][C:23]1[CH:28]=[CH:27][CH:26]=[CH:25][CH:24]=1, predict the reaction product. The product is: [CH2:1]([O:3][C:4](=[O:21])[CH:5]([C:15]1[CH:16]=[N:17][CH:18]=[CH:19][CH:20]=1)[CH2:6][C:7]1[C:8]([NH:22][C:23]2[CH:28]=[CH:27][CH:26]=[CH:25][CH:24]=2)=[N:9][C:10]([NH:22][C:23]2[CH:28]=[CH:27][CH:26]=[CH:25][CH:24]=2)=[N:11][CH:12]=1)[CH3:2]. (3) The product is: [NH2:28][C:6]1[CH:7]=[C:2]([O:1][CH2:19][C:20]2[CH:25]=[CH:24][CH:23]=[CH:22][CH:21]=2)[C:3]([O:11][CH3:12])=[CH:4][C:5]=1[C:8](=[O:10])[CH3:9]. Given the reactants [OH:1][C:2]1[CH:7]=[CH:6][C:5]([C:8](=[O:10])[CH3:9])=[CH:4][C:3]=1[O:11][CH3:12].C(=O)([O-])[O-].[K+].[K+].[CH2:19](Br)[C:20]1[CH:25]=[CH:24][CH:23]=[CH:22][CH:21]=1.C[N:28](C)C=O, predict the reaction product. (4) Given the reactants C=O.[C:3](O)(=O)C.[Cl-].[NH2+:8]1[CH2:13][CH2:12][CH:11]([C:14]2[CH:23]=[CH:22][C:17]([C:18]([O:20][CH3:21])=[O:19])=[CH:16][CH:15]=2)[CH2:10][CH2:9]1.C([BH3-])#N.[Na+], predict the reaction product. The product is: [CH3:3][N:8]1[CH2:13][CH2:12][CH:11]([C:14]2[CH:23]=[CH:22][C:17]([C:18]([O:20][CH3:21])=[O:19])=[CH:16][CH:15]=2)[CH2:10][CH2:9]1. (5) Given the reactants [Cl:1][C:2]1[CH:3]=[C:4]([CH:18]=[CH:19][CH:20]=1)[CH2:5][NH:6][C:7]([C:9]1[C:17]2[C:12](=[CH:13][CH:14]=[CH:15][CH:16]=2)[NH:11][CH:10]=1)=[O:8].C(=O)([O-])[O-].[Cs+].[Cs+].[Cl:27][CH2:28][CH2:29][CH2:30]I, predict the reaction product. The product is: [Cl:27][CH2:28][CH2:29][CH2:30][N:11]1[C:12]2[C:17](=[CH:16][CH:15]=[CH:14][CH:13]=2)[C:9]([C:7]([NH:6][CH2:5][C:4]2[CH:18]=[CH:19][CH:20]=[C:2]([Cl:1])[CH:3]=2)=[O:8])=[CH:10]1. (6) Given the reactants [OH-].[Na+].[C:14]([O:13][C:11](O[C:11]([O:13][C:14]([CH3:17])([CH3:16])[CH3:15])=[O:12])=[O:12])([CH3:17])([CH3:16])[CH3:15].Cl.[NH2:19][CH2:20][C:21]1[CH:26]=[CH:25][C:24]([CH2:27][C:28]([OH:30])=[O:29])=[CH:23][CH:22]=1.C(O)(=O)CC(CC(O)=O)(C(O)=O)O, predict the reaction product. The product is: [C:14]([O:13][C:11]([NH:19][CH2:20][C:21]1[CH:26]=[CH:25][C:24]([CH2:27][C:28]([OH:30])=[O:29])=[CH:23][CH:22]=1)=[O:12])([CH3:15])([CH3:16])[CH3:17]. (7) Given the reactants [NH2:1][CH2:2][CH2:3][C:4]1[N:8]=[CH:7][NH:6][CH:5]=1.[N:9]([CH2:12][C:13](OCC)=[O:14])=[C:10]=[S:11], predict the reaction product. The product is: [NH:6]1[CH:5]=[C:4]([CH2:3][CH2:2][N:1]2[C:13](=[O:14])[CH2:12][NH:9][C:10]2=[S:11])[N:8]=[CH:7]1. (8) Given the reactants [C:1]12(COC3C(Cl)=CC(C(OC(C)(C)C)=O)=C(F)C=3)[CH2:7][CH:6]1CCCC2.Cl[C:26]1[C:27]([O:40][CH2:41][CH:42]2[CH2:48][CH2:47][CH:46]3[CH:44]([C:45]3([F:50])[F:49])[CH2:43]2)=[CH:28][C:29]([F:39])=[C:30]([CH:38]=1)[C:31]([O:33][C:34]([CH3:37])([CH3:36])[CH3:35])=[O:32], predict the reaction product. The product is: [CH:1]1([C:26]2[C:27]([O:40][CH2:41][CH:42]3[CH2:48][CH2:47][CH:46]4[CH:44]([C:45]4([F:50])[F:49])[CH2:43]3)=[CH:28][C:29]([F:39])=[C:30]([CH:38]=2)[C:31]([O:33][C:34]([CH3:37])([CH3:36])[CH3:35])=[O:32])[CH2:7][CH2:6]1. (9) Given the reactants [F:1][C:2]1[CH:7]=[CH:6][C:5]([C:8]2[C:12]([CH2:13][O:14][C:15]3[CH:16]=[C:17]([C:21]([OH:23])=O)[N:18]([CH3:20])[N:19]=3)=[C:11]([CH3:24])[O:10][N:9]=2)=[CH:4][CH:3]=1.[NH2:25][CH:26]1[CH2:30][CH2:29][O:28][CH2:27]1, predict the reaction product. The product is: [O:28]1[CH2:29][CH2:30][CH:26]([NH:25][C:21]([C:17]2[N:18]([CH3:20])[N:19]=[C:15]([O:14][CH2:13][C:12]3[C:8]([C:5]4[CH:4]=[CH:3][C:2]([F:1])=[CH:7][CH:6]=4)=[N:9][O:10][C:11]=3[CH3:24])[CH:16]=2)=[O:23])[CH2:27]1.